The task is: Regression. Given two drug SMILES strings and cell line genomic features, predict the synergy score measuring deviation from expected non-interaction effect.. This data is from NCI-60 drug combinations with 297,098 pairs across 59 cell lines. (1) Drug 1: CN1CCC(CC1)COC2=C(C=C3C(=C2)N=CN=C3NC4=C(C=C(C=C4)Br)F)OC. Drug 2: CC1=C(C(=CC=C1)Cl)NC(=O)C2=CN=C(S2)NC3=CC(=NC(=N3)C)N4CCN(CC4)CCO. Cell line: PC-3. Synergy scores: CSS=26.9, Synergy_ZIP=12.7, Synergy_Bliss=12.3, Synergy_Loewe=2.54, Synergy_HSA=14.8. (2) Drug 1: C1CCN(CC1)CCOC2=CC=C(C=C2)C(=O)C3=C(SC4=C3C=CC(=C4)O)C5=CC=C(C=C5)O. Drug 2: C1=CC(=CC=C1C#N)C(C2=CC=C(C=C2)C#N)N3C=NC=N3. Cell line: HOP-92. Synergy scores: CSS=4.33, Synergy_ZIP=-3.90, Synergy_Bliss=-6.55, Synergy_Loewe=-6.07, Synergy_HSA=-5.50. (3) Drug 1: CC1=CC=C(C=C1)C2=CC(=NN2C3=CC=C(C=C3)S(=O)(=O)N)C(F)(F)F. Drug 2: CCC1(C2=C(COC1=O)C(=O)N3CC4=CC5=C(C=CC(=C5CN(C)C)O)N=C4C3=C2)O.Cl. Cell line: HS 578T. Synergy scores: CSS=12.4, Synergy_ZIP=-2.06, Synergy_Bliss=-0.618, Synergy_Loewe=-19.8, Synergy_HSA=-2.72.